From a dataset of Forward reaction prediction with 1.9M reactions from USPTO patents (1976-2016). Predict the product of the given reaction. (1) Given the reactants [N+]([O-])(O)=O.[N+]([O-])(O)=O.[CH3:9][O:10][C:11]1[CH:12]=[C:13]([NH:23][C:24]([NH2:26])=[NH:25])[CH:14]=[CH:15][C:16]=1[N:17]1[CH:21]=[C:20]([CH3:22])[N:19]=[CH:18]1.CN(C)[CH:29]=[CH:30][C:31]([C:33]1[CH:38]=[CH:37][CH:36]=[CH:35][CH:34]=1)=O.C(N(CC)CC)C, predict the reaction product. The product is: [CH3:9][O:10][C:11]1[CH:12]=[C:13]([NH:23][C:24]2[N:26]=[C:31]([C:33]3[CH:38]=[CH:37][CH:36]=[CH:35][CH:34]=3)[CH:30]=[CH:29][N:25]=2)[CH:14]=[CH:15][C:16]=1[N:17]1[CH:21]=[C:20]([CH3:22])[N:19]=[CH:18]1. (2) Given the reactants [Cl:1][C:2]1[N:11]=[C:10]([NH:12][CH2:13][CH2:14][CH2:15][CH2:16][CH2:17][CH2:18][CH3:19])[C:9]2[C:4](=[CH:5][CH:6]=[C:7]([N+:20]([O-:22])=[O:21])[CH:8]=2)[N:3]=1.[CH2:23]([NH2:26])[CH:24]=[CH2:25], predict the reaction product. The product is: [ClH:1].[CH2:23]([NH:26][C:2]1[N:11]=[C:10]([NH:12][CH2:13][CH2:14][CH2:15][CH2:16][CH2:17][CH2:18][CH3:19])[C:9]2[C:4](=[CH:5][CH:6]=[C:7]([N+:20]([O-:22])=[O:21])[CH:8]=2)[N:3]=1)[CH:24]=[CH2:25].